This data is from NCI-60 drug combinations with 297,098 pairs across 59 cell lines. The task is: Regression. Given two drug SMILES strings and cell line genomic features, predict the synergy score measuring deviation from expected non-interaction effect. (1) Synergy scores: CSS=51.1, Synergy_ZIP=-0.918, Synergy_Bliss=0.418, Synergy_Loewe=-11.6, Synergy_HSA=2.70. Drug 2: C1CN(CCN1C(=O)CCBr)C(=O)CCBr. Drug 1: CC=C1C(=O)NC(C(=O)OC2CC(=O)NC(C(=O)NC(CSSCCC=C2)C(=O)N1)C(C)C)C(C)C. Cell line: A549. (2) Drug 1: CC1OCC2C(O1)C(C(C(O2)OC3C4COC(=O)C4C(C5=CC6=C(C=C35)OCO6)C7=CC(=C(C(=C7)OC)O)OC)O)O. Drug 2: C1=C(C(=O)NC(=O)N1)N(CCCl)CCCl. Cell line: NCI/ADR-RES. Synergy scores: CSS=17.4, Synergy_ZIP=-6.95, Synergy_Bliss=0.889, Synergy_Loewe=-4.47, Synergy_HSA=0.584. (3) Drug 1: C1=CC=C(C=C1)NC(=O)CCCCCCC(=O)NO. Drug 2: CN(C(=O)NC(C=O)C(C(C(CO)O)O)O)N=O. Cell line: RPMI-8226. Synergy scores: CSS=49.5, Synergy_ZIP=-3.69, Synergy_Bliss=-7.49, Synergy_Loewe=-67.5, Synergy_HSA=-6.91.